This data is from Full USPTO retrosynthesis dataset with 1.9M reactions from patents (1976-2016). The task is: Predict the reactants needed to synthesize the given product. (1) Given the product [Cl:3][C:4]1[CH:5]=[N:6][N:7]([CH3:11])[C:8]=1[CH2:9][OH:10], predict the reactants needed to synthesize it. The reactants are: [BH4-].[Na+].[Cl:3][C:4]1[CH:5]=[N:6][N:7]([CH3:11])[C:8]=1[CH:9]=[O:10].CO.S(=O)(=O)(O)O. (2) Given the product [F:27][C:28]1[CH:34]=[CH:33][CH:32]=[C:31]([F:35])[C:29]=1[NH:30][C:6](=[O:8])[C:5]1[C:4]([N+:1]([O-:3])=[O:2])=[CH:12][CH:11]=[CH:10][C:9]=1[CH3:15], predict the reactants needed to synthesize it. The reactants are: [N+:1]([C:4]1[CH:12]=[CH:11][C:10](C)=[CH:9][C:5]=1[C:6]([OH:8])=O)([O-:3])=[O:2].F[C:15]1C=CC=C([N+]([O-])=O)C=1C(O)=O.[F:27][C:28]1[CH:34]=[CH:33][CH:32]=[C:31]([F:35])[C:29]=1[NH2:30].NC1C=CC=CC=1. (3) Given the product [F:31][C:28]1[CH:27]=[CH:26][C:25]([O:24][CH2:23][CH2:22][CH2:21][CH2:20][CH2:19][C:11]2[NH:12][C:13]3[C:18]([C:9](=[O:8])[C:10]=2[CH3:32])=[CH:17][CH:16]=[CH:15][CH:14]=3)=[CH:30][CH:29]=1, predict the reactants needed to synthesize it. The reactants are: C([O:8][C:9]1[C:18]2[C:13](=[CH:14][CH:15]=[CH:16][CH:17]=2)[N:12]=[C:11]([CH:19]=[CH:20][CH2:21][CH2:22][CH2:23][O:24][C:25]2[CH:30]=[CH:29][C:28]([F:31])=[CH:27][CH:26]=2)[C:10]=1[CH3:32])C1C=CC=CC=1.